Dataset: Forward reaction prediction with 1.9M reactions from USPTO patents (1976-2016). Task: Predict the product of the given reaction. (1) Given the reactants CCN=C=NCCCN(C)C.Cl.[CH3:13][S:14]([NH2:17])(=[O:16])=[O:15].[Cl:18][C:19]1[CH:20]=[CH:21][C:22]([O:38][CH2:39][C:40]2[CH:45]=[CH:44][C:43]([Cl:46])=[CH:42][C:41]=2[F:47])=[C:23]([CH:37]=1)[CH2:24][N:25]1[C:29]2[N:30]=[CH:31][CH:32]=[C:33]([C:34](O)=[O:35])[C:28]=2[CH2:27][CH2:26]1, predict the reaction product. The product is: [Cl:18][C:19]1[CH:20]=[CH:21][C:22]([O:38][CH2:39][C:40]2[CH:45]=[CH:44][C:43]([Cl:46])=[CH:42][C:41]=2[F:47])=[C:23]([CH:37]=1)[CH2:24][N:25]1[C:29]2[N:30]=[CH:31][CH:32]=[C:33]([C:34]([NH:17][S:14]([CH3:13])(=[O:16])=[O:15])=[O:35])[C:28]=2[CH2:27][CH2:26]1. (2) The product is: [CH3:16][C@@:15]12[C@@H:14]([OH:23])[C@H:13]([OH:27])[C@H:12]([OH:28])[C@H:11]1[C@@H:10]1[CH2:9][CH2:8][C:7]3[CH:6]=[C:5]([OH:4])[CH:22]=[CH:21][C:20]=3[C@H:19]1[CH2:18][CH2:17]2. Given the reactants C([O:4][C:5]1[CH:22]=[CH:21][C:20]2[C@@H:19]3[C@H:10]([C@H:11]4[C@@:15]([CH2:17][CH2:18]3)([CH3:16])[C@@H:14]([O:23]C(=O)C)[C@@H:13]([OH:27])[C@H:12]4[OH:28])[CH2:9][CH2:8][C:7]=2[CH:6]=1)(=O)C.C(OC1C=CC2[C@@H]3[C@H]([C@H]4[C@@](CC3)(C)[C@H](OC(=O)C)[C@H](O)[C@@H]4O)CCC=2C=1)(=O)C, predict the reaction product. (3) Given the reactants [CH3:1][O:2][C:3](=[O:16])[C:4]1[CH:13]=[C:12]([O:14][CH3:15])[CH:11]=[C:6]([C:7]([O:9]C)=[O:8])[CH:5]=1.[OH-].[Na+], predict the reaction product. The product is: [CH3:1][O:2][C:3](=[O:16])[C:4]1[CH:13]=[C:12]([O:14][CH3:15])[CH:11]=[C:6]([C:7]([OH:9])=[O:8])[CH:5]=1. (4) Given the reactants [C:1]([O:5][C:6](=[O:23])[CH2:7][CH:8]([OH:22])[CH2:9][C@H:10]([OH:21])[CH2:11][O:12][C:13](=[O:20])[C:14]1[CH:19]=[CH:18][CH:17]=[CH:16][CH:15]=1)([CH3:4])([CH3:3])[CH3:2].CO[C:26](OC)([CH3:28])[CH3:27].FC(F)(F)C(O)=O.N1C=CC=CC=1, predict the reaction product. The product is: [C:1]([O:5][C:6](=[O:23])[CH2:7][C@H:8]1[CH2:9][C@@H:10]([CH2:11][O:12][C:13](=[O:20])[C:14]2[CH:15]=[CH:16][CH:17]=[CH:18][CH:19]=2)[O:21][C:26]([CH3:28])([CH3:27])[O:22]1)([CH3:4])([CH3:2])[CH3:3]. (5) Given the reactants [CH3:1][C:2]1[CH:3]=[CH:4][C:5]([OH:24])=[C:6]([C@@H:8]([C:18]2[CH:19]=[CH:20][CH:21]=[CH:22][CH:23]=2)[CH2:9][CH2:10][N:11]([CH:15]([CH3:17])[CH3:16])[CH:12]([CH3:14])[CH3:13])[CH:7]=1.[C:25]([OH:35])(=[O:34])[C:26]1[C:27](=[CH:29][CH:30]=[C:31]([CH:33]=1)[OH:32])[OH:28], predict the reaction product. The product is: [CH3:1][C:2]1[CH:3]=[CH:4][C:5]([OH:24])=[C:6]([C@@H:8]([C:18]2[CH:19]=[CH:20][CH:21]=[CH:22][CH:23]=2)[CH2:9][CH2:10][N:11]([CH:12]([CH3:14])[CH3:13])[CH:15]([CH3:16])[CH3:17])[CH:7]=1.[C:25]([O-:35])(=[O:34])[C:26]1[C:27](=[CH:29][CH:30]=[C:31]([CH:33]=1)[OH:32])[OH:28]. (6) Given the reactants [O:1]=[C:2]1[N:6]2[CH2:7][C:8](=[O:14])[NH:9][C:10]3[CH:11]=[CH:12][CH:13]=[C:4]([C:5]=32)[N:3]1[CH2:15][C:16]([O-:18])=O.[Na+].[NH2:20][C:21]1[CH:22]=[C:23]2[CH2:38][C:28]3([C:36]4[C:31](=[N:32][CH:33]=[CH:34][CH:35]=4)[NH:30][C:29]3=[O:37])[CH2:27][C:24]2=[N:25][CH:26]=1.C1CN(C(Cl)=[N+]2CCCC2)CC1.F[P-](F)(F)(F)(F)F.C(N(CC)C(C)C)(C)C, predict the reaction product. The product is: [O:1]=[C:2]1[N:6]2[CH2:7][C:8](=[O:14])[NH:9][C:10]3[CH:11]=[CH:12][CH:13]=[C:4]([C:5]=32)[N:3]1[CH2:15][C:16]([NH:20][C:21]1[CH:22]=[C:23]2[CH2:38][C:28]3([C:36]4[C:31](=[N:32][CH:33]=[CH:34][CH:35]=4)[NH:30][C:29]3=[O:37])[CH2:27][C:24]2=[N:25][CH:26]=1)=[O:18]. (7) Given the reactants [N:1]1([C:8]2[CH:9]=[CH:10][C:11]3[N:12]([C:14]([C:17]([F:20])([F:19])[F:18])=[N:15][N:16]=3)[N:13]=2)[CH2:7][CH2:6][CH2:5][NH:4][CH2:3][CH2:2]1.[CH3:21][C:22]1[CH:23]=[C:24]([CH:27]=[CH:28][CH:29]=1)[CH:25]=O, predict the reaction product. The product is: [CH3:21][C:22]1[CH:23]=[C:24]([CH2:25][N:4]2[CH2:5][CH2:6][CH2:7][N:1]([C:8]3[CH:9]=[CH:10][C:11]4[N:12]([C:14]([C:17]([F:18])([F:19])[F:20])=[N:15][N:16]=4)[N:13]=3)[CH2:2][CH2:3]2)[CH:27]=[CH:28][CH:29]=1. (8) Given the reactants Br[C:2]1[CH:7]=[C:6]([F:8])[C:5]([N+:9]([O-])=O)=[C:4](Br)[C:3]=1[O:13][CH3:14].N, predict the reaction product. The product is: [F:8][C:6]1[CH:7]=[CH:2][C:3]([O:13][CH3:14])=[CH:4][C:5]=1[NH2:9].